This data is from Forward reaction prediction with 1.9M reactions from USPTO patents (1976-2016). The task is: Predict the product of the given reaction. The product is: [NH2:8][CH:9]1[CH2:14][CH2:13][CH:12]([N:15]2[C:20](=[O:21])[C:19]3[CH:22]=[C:23]([F:26])[CH:24]=[N:25][C:18]=3[N:17]([CH2:27][C:28]3[CH:29]=[CH:30][C:31]([F:34])=[CH:32][CH:33]=3)[C:16]2=[O:35])[CH2:11][CH2:10]1. Given the reactants C(OC([NH:8][CH:9]1[CH2:14][CH2:13][CH:12]([N:15]2[C:20](=[O:21])[C:19]3[CH:22]=[C:23]([F:26])[CH:24]=[N:25][C:18]=3[N:17]([CH2:27][C:28]3[CH:33]=[CH:32][C:31]([F:34])=[CH:30][CH:29]=3)[C:16]2=[O:35])[CH2:11][CH2:10]1)=O)(C)(C)C.Cl.C(OCC)C, predict the reaction product.